Dataset: Forward reaction prediction with 1.9M reactions from USPTO patents (1976-2016). Task: Predict the product of the given reaction. (1) Given the reactants [C:1]([C@@H:3]1[N:7]2[CH2:8][CH2:9][N:10]([C:12]3[C:13]([C:18]#[N:19])=[N:14][CH:15]=[CH:16][N:17]=3)[CH2:11][C@@H:6]2[CH2:5][CH2:4]1)#[CH:2].I[C:21]1[CH:22]=[C:23]([CH:26]=[CH:27][CH:28]=1)[C:24]#[N:25], predict the reaction product. The product is: [C:24]([C:23]1[CH:22]=[C:21]([C:2]#[C:1][C@@H:3]2[N:7]3[CH2:8][CH2:9][N:10]([C:12]4[C:13]([C:18]#[N:19])=[N:14][CH:15]=[CH:16][N:17]=4)[CH2:11][C@@H:6]3[CH2:5][CH2:4]2)[CH:28]=[CH:27][CH:26]=1)#[N:25]. (2) Given the reactants [Cl:1][C:2]1[CH:3]=[CH:4][CH:5]=[C:6]2[C:11]=1[N:10]=[C:9]([C:12]1[CH:17]=[CH:16][CH:15]=[CH:14][C:13]=1[Cl:18])[C:8]([CH2:19][NH2:20])=[CH:7]2.Cl[C:22]1[CH:27]=[CH:26][N:25]=[C:24]2[N:28](C(OC(C)(C)C)=O)[CH:29]=[N:30][C:23]=12.C(N(C(C)C)CC)(C)C.C(O)CCC, predict the reaction product. The product is: [Cl:1][C:2]1[CH:3]=[CH:4][CH:5]=[C:6]2[C:11]=1[N:10]=[C:9]([C:12]1[CH:17]=[CH:16][CH:15]=[CH:14][C:13]=1[Cl:18])[C:8]([CH2:19][NH:20][C:22]1[CH:27]=[CH:26][N:25]=[C:24]3[NH:28][CH:29]=[N:30][C:23]=13)=[CH:7]2. (3) Given the reactants [C:1]([C:5]1[CH:10]=[CH:9][CH:8]=[CH:7][C:6]=1[N:11]1[C:30]2[CH:29]=[CH:28][C:16]3[C:17](=[O:27])[N:18]([CH2:24][CH2:25][Br:26])[C:19](=[O:23])[C:20]4=[CH:21][CH:22]=[C:13]([C:14]=2[C:15]=34)[C:12]1=[O:31])([CH3:4])([CH3:3])[CH3:2].[CH3:32][N:33]1[CH:37]=[CH:36][N:35]=[CH:34]1, predict the reaction product. The product is: [Br-:26].[C:1]([C:5]1[CH:10]=[CH:9][CH:8]=[CH:7][C:6]=1[N:11]1[C:30]2[CH:29]=[CH:28][C:16]3[C:17](=[O:27])[N:18]([CH2:24][CH2:25][N+:35]4[CH:36]=[CH:37][N:33]([CH3:32])[CH:34]=4)[C:19](=[O:23])[C:20]4=[CH:21][CH:22]=[C:13]([C:14]=2[C:15]=34)[C:12]1=[O:31])([CH3:4])([CH3:3])[CH3:2]. (4) Given the reactants [Br:1][C:2]1[CH:11]=[CH:10][C:5]([C:6]([NH:8][NH2:9])=[O:7])=[CH:4][CH:3]=1.[C:12]([NH:16][CH2:17][C:18](O)=[O:19])(=[O:15])[CH2:13][CH3:14].C(N(CC)CC)C.C(P1(=O)OP(CCC)(=O)OP(CCC)(=O)O1)CC, predict the reaction product. The product is: [Br:1][C:2]1[CH:11]=[CH:10][C:5]([C:6]([NH:8][NH:9][C:18](=[O:19])[CH2:17][NH:16][C:12](=[O:15])[CH2:13][CH3:14])=[O:7])=[CH:4][CH:3]=1. (5) The product is: [I:11][C:6]1[CH:7]=[CH:8][CH:9]=[CH:10][C:5]=1[CH2:4][NH2:1]. Given the reactants [N:1]([CH2:4][C:5]1[CH:10]=[CH:9][CH:8]=[CH:7][C:6]=1[I:11])=[N+]=[N-].C1(P(C2C=CC=CC=2)C2C=CC=CC=2)C=CC=CC=1.[OH-].[Na+].Cl, predict the reaction product. (6) Given the reactants Br[C:2]1[C:3]([F:20])=[CH:4][C:5]2[CH:17]3[CH2:18][CH:15]([CH2:16]3)[C:8]3[NH:9][C:10]([C:12]([NH2:14])=[O:13])=[N:11][C:7]=3[C:6]=2[CH:19]=1.CN(C)C=O.C(N(CC)CC)C.[CH3:33][C:34]([OH:38])([C:36]#[CH:37])[CH3:35], predict the reaction product. The product is: [F:20][C:3]1[C:2]([C:37]#[C:36][C:34]([OH:38])([CH3:35])[CH3:33])=[CH:19][C:6]2[C:7]3[N:11]=[C:10]([C:12]([NH2:14])=[O:13])[NH:9][C:8]=3[CH:15]3[CH2:16][CH:17]([C:5]=2[CH:4]=1)[CH2:18]3.